Dataset: Full USPTO retrosynthesis dataset with 1.9M reactions from patents (1976-2016). Task: Predict the reactants needed to synthesize the given product. (1) Given the product [CH3:42][S:45][CH2:2][CH2:3][O:4][C@H:5]1[CH2:10][CH2:9][C@H:8]([N:11]2[C:16](=[O:17])[C:15]([CH2:18][C:19]3[CH:24]=[CH:23][C:22]([C:25]4[C:26]([C:31]#[N:32])=[CH:27][CH:28]=[CH:29][CH:30]=4)=[CH:21][CH:20]=3)=[C:14]([CH2:33][CH2:34][CH3:35])[N:13]3[N:36]=[CH:37][N:38]=[C:12]23)[CH2:7][CH2:6]1, predict the reactants needed to synthesize it. The reactants are: O[CH2:2][CH2:3][O:4][C@H:5]1[CH2:10][CH2:9][C@H:8]([N:11]2[C:16](=[O:17])[C:15]([CH2:18][C:19]3[CH:24]=[CH:23][C:22]([C:25]4[C:26]([C:31]#[N:32])=[CH:27][CH:28]=[CH:29][CH:30]=4)=[CH:21][CH:20]=3)=[C:14]([CH2:33][CH2:34][CH3:35])[N:13]3[N:36]=[CH:37][N:38]=[C:12]23)[CH2:7][CH2:6]1.C1(C)C=C[C:42]([S:45](Cl)(=O)=O)=CC=1.C(N(CC)CC)C. (2) Given the product [CH3:1][N:2]([CH3:10])[C:3]1[CH:8]=[CH:7][C:6]([O:9][C:12]2[N:13]=[C:14]([OH:22])[C:15]3[CH:21]=[CH:20][N:19]=[CH:18][C:16]=3[N:17]=2)=[CH:5][CH:4]=1, predict the reactants needed to synthesize it. The reactants are: [CH3:1][N:2]([CH3:10])[C:3]1[CH:8]=[CH:7][C:6]([OH:9])=[CH:5][CH:4]=1.Cl[C:12]1[N:13]=[C:14]([OH:22])[C:15]2[CH:21]=[CH:20][N:19]=[CH:18][C:16]=2[N:17]=1. (3) The reactants are: Br[C:2]1[C:3]([N:14]2[CH2:19][CH2:18][CH:17]([O:20][Si:21]([C:24]([CH3:27])([CH3:26])[CH3:25])([CH3:23])[CH3:22])[CH2:16][CH2:15]2)=[CH:4][C:5]([O:12][CH3:13])=[C:6]([CH:11]=1)[C:7]([O:9][CH3:10])=[O:8].[CH:28]1(B(O)O)[CH2:30][CH2:29]1. Given the product [Si:21]([O:20][CH:17]1[CH2:18][CH2:19][N:14]([C:3]2[C:2]([CH:28]3[CH2:30][CH2:29]3)=[CH:11][C:6]([C:7]([O:9][CH3:10])=[O:8])=[C:5]([O:12][CH3:13])[CH:4]=2)[CH2:15][CH2:16]1)([C:24]([CH3:27])([CH3:26])[CH3:25])([CH3:23])[CH3:22], predict the reactants needed to synthesize it. (4) Given the product [C:16]1([S:22]([C:25]([CH3:37])([CH3:36])[CH2:26][CH2:27][CH2:28][N:29]2[CH2:30][CH2:31][CH2:32]/[C:33](=[CH:1]/[C:2]3[CH:3]=[CH:4][CH:5]=[CH:6][CH:7]=3)/[CH2:34]2)(=[O:24])=[O:23])[CH:17]=[CH:18][CH:19]=[CH:20][CH:21]=1, predict the reactants needed to synthesize it. The reactants are: [CH2:1](P(=O)(OCC)OCC)[C:2]1[CH:7]=[CH:6][CH:5]=[CH:4][CH:3]=1.[C:16]1([S:22]([C:25]([CH3:37])([CH3:36])[CH2:26][CH2:27][CH2:28][N:29]2[CH2:34][CH2:33][CH2:32][C:31](=O)[CH2:30]2)(=[O:24])=[O:23])[CH:21]=[CH:20][CH:19]=[CH:18][CH:17]=1.[H-].[Na+]. (5) The reactants are: [N:1]1[CH:6]=[CH:5][C:4]([N:7]2[CH2:12][CH2:11][CH:10]([C:13]([OH:15])=O)[CH2:9][CH2:8]2)=[CH:3][CH:2]=1.C(Cl)(=O)C(Cl)=O.[Cl-].[Al+3].[Cl-].[Cl-].[C:26]1([O:32][CH3:33])[CH:31]=[CH:30][CH:29]=[CH:28][CH:27]=1. Given the product [N:1]1[CH:2]=[CH:3][C:4]([N:7]2[CH2:8][CH2:9][CH:10]([C:13](=[O:15])[C:29]3[CH:30]=[CH:31][C:26]([O:32][CH3:33])=[CH:27][CH:28]=3)[CH2:11][CH2:12]2)=[CH:5][CH:6]=1, predict the reactants needed to synthesize it. (6) Given the product [NH2:36][C:15]1[C:14]2[N:20]=[C:21]([CH2:31][O:32][CH2:33][CH3:34])[N:22]([CH2:23][C:24]([NH:27][C:28](=[O:30])[CH3:29])([CH3:26])[CH3:25])[C:13]=2[C:12]2[CH:11]=[CH:10][C:9]([O:8][CH2:1][C:2]3[CH:7]=[CH:6][CH:5]=[CH:4][CH:3]=3)=[CH:18][C:17]=2[N:16]=1, predict the reactants needed to synthesize it. The reactants are: [CH2:1]([O:8][C:9]1[CH:10]=[CH:11][C:12]2[C:13]3[N:22]([CH2:23][C:24]([NH:27][C:28](=[O:30])[CH3:29])([CH3:26])[CH3:25])[C:21]([CH2:31][O:32][CH2:33][CH3:34])=[N:20][C:14]=3[CH:15]=[N+:16]([O-])[C:17]=2[CH:18]=1)[C:2]1[CH:7]=[CH:6][CH:5]=[CH:4][CH:3]=1.[OH-].[NH4+:36].C1(C)C=CC(S(Cl)(=O)=O)=CC=1. (7) The reactants are: [CH2:1]([N:8]1[C:13](=[O:14])[CH:12]=[C:11]2[S:15][C:16]([C:18]([OH:20])=[O:19])=[CH:17][N:10]2[C:9]1=[O:21])[C:2]1[CH:7]=[CH:6][CH:5]=[CH:4][CH:3]=1.[N:22]1[CH:27]=[CH:26][C:25]([CH2:28]O)=[CH:24][CH:23]=1.C1(N=C=NC2CCCCC2)CCCCC1.[ClH:45].CCOCC. Given the product [ClH:45].[N:22]1[CH:27]=[CH:26][C:25]([CH2:28][O:19][C:18]([C:16]2[S:15][C:11]3[N:10]([C:9](=[O:21])[N:8]([CH2:1][C:2]4[CH:7]=[CH:6][CH:5]=[CH:4][CH:3]=4)[C:13](=[O:14])[CH:12]=3)[CH:17]=2)=[O:20])=[CH:24][CH:23]=1, predict the reactants needed to synthesize it. (8) Given the product [C:40]([N:39]1[CH:36]2[CH2:37][CH2:38][CH:32]1[CH2:33][N:34]([C:22]([C:21]1[CH:25]=[CH:26][C:18]([NH:17][C:14]3[N:15]=[CH:16][C:11]4[CH:10]=[C:9]([C:27]([N:28]([CH3:29])[CH3:30])=[O:31])[N:8]([CH:1]5[CH2:7][CH2:6][CH2:5][CH2:4][CH2:3][CH2:2]5)[C:12]=4[N:13]=3)=[N:19][CH:20]=1)=[O:23])[CH2:35]2)(=[O:42])[CH3:41], predict the reactants needed to synthesize it. The reactants are: [CH:1]1([N:8]2[C:12]3[N:13]=[C:14]([NH:17][C:18]4[CH:26]=[CH:25][C:21]([C:22](O)=[O:23])=[CH:20][N:19]=4)[N:15]=[CH:16][C:11]=3[CH:10]=[C:9]2[C:27](=[O:31])[N:28]([CH3:30])[CH3:29])[CH2:7][CH2:6][CH2:5][CH2:4][CH2:3][CH2:2]1.[CH:32]12[N:39]([C:40](=[O:42])[CH3:41])[CH:36]([CH2:37][CH2:38]1)[CH2:35][NH:34][CH2:33]2.